The task is: Regression/Classification. Given a drug SMILES string, predict its toxicity properties. Task type varies by dataset: regression for continuous values (e.g., LD50, hERG inhibition percentage) or binary classification for toxic/non-toxic outcomes (e.g., AMES mutagenicity, cardiotoxicity, hepatotoxicity). Dataset: herg_karim.. This data is from hERG potassium channel inhibition data for cardiac toxicity prediction from Karim et al.. (1) The drug is O=C(c1ccccc1Cl)N(CC1CCC1)[C@H]1CCNC1. The result is 0 (non-blocker). (2) The drug is F[C@@H]1CCNCC1c1c(-c2ccccc2)[nH]c2c(Cl)cccc12. The result is 1 (blocker). (3) The molecule is N#Cc1ccc(S(=O)(=O)NCCN2CC3CN(CCc4ccccc4F)CC(C2)O3)cc1. The result is 0 (non-blocker). (4) The molecule is CC(C)(O)c1nc2cc(Cl)ccc2n1[C@H]1CC[C@@H](NC[C@H]2Cc3ccc(C#N)cc3C2)CC1. The result is 1 (blocker). (5) The compound is O=C(/C=C/c1ccc(CNCCc2c(-c3cccs3)[nH]c3ccccc23)cc1)NO. The result is 1 (blocker).